From a dataset of CYP2D6 inhibition data for predicting drug metabolism from PubChem BioAssay. Regression/Classification. Given a drug SMILES string, predict its absorption, distribution, metabolism, or excretion properties. Task type varies by dataset: regression for continuous measurements (e.g., permeability, clearance, half-life) or binary classification for categorical outcomes (e.g., BBB penetration, CYP inhibition). Dataset: cyp2d6_veith. (1) The compound is CC1CCN(CC[C@@H]2CCCN2S(=O)(=O)c2cccc(O)c2)CC1. The result is 1 (inhibitor). (2) The molecule is COc1cccc(-c2nc(NCCN3CCOCC3)c3ccccc3n2)c1. The result is 1 (inhibitor). (3) The result is 0 (non-inhibitor). The compound is COc1cccc(Cn2c(=O)c(-c3cccs3)nc3cnc(OC)nc32)c1. (4) The compound is NC(=NCCc1ccc(I)cc1)SCCCc1cnc[nH]1. The result is 0 (non-inhibitor).